Dataset: Full USPTO retrosynthesis dataset with 1.9M reactions from patents (1976-2016). Task: Predict the reactants needed to synthesize the given product. (1) Given the product [CH:29]1([C:32]2[N:33]=[CH:34][N:35]([C:18]3[CH:17]=[C:12]4[C:13]5[C:8]([CH2:9][CH2:10][N:11]4[C:21](=[O:22])[CH2:20][N:19]=3)=[C:7]([C:5]3[N:6]=[C:2]([CH3:1])[O:3][CH:4]=3)[CH:16]=[CH:15][CH:14]=5)[CH:36]=2)[CH2:31][CH2:30]1, predict the reactants needed to synthesize it. The reactants are: [CH3:1][C:2]1[O:3][CH:4]=[C:5]([C:7]2[CH:16]=[CH:15][CH:14]=[C:13]3[C:8]=2[CH2:9][CH2:10][N:11]2[C:21](=[O:22])[CH2:20][NH:19][C:18](=O)[CH:17]=[C:12]23)[N:6]=1.O=P(Cl)(Cl)Cl.[CH:29]1([C:32]2[N:33]=[CH:34][NH:35][CH:36]=2)[CH2:31][CH2:30]1.N1C=CC=CC=1. (2) The reactants are: [F:1][C:2]1[C:7]([N+:8]([O-])=O)=[CH:6][CH:5]=[C:4]([F:11])[C:3]=1[C:12]1[N:17]=[C:16]([C:18]([O:20][CH3:21])=[O:19])[CH:15]=[CH:14][C:13]=1[F:22]. Given the product [NH2:8][C:7]1[C:2]([F:1])=[C:3]([C:12]2[N:17]=[C:16]([C:18]([O:20][CH3:21])=[O:19])[CH:15]=[CH:14][C:13]=2[F:22])[C:4]([F:11])=[CH:5][CH:6]=1, predict the reactants needed to synthesize it. (3) Given the product [CH2:1]([O:3][C:4](=[O:15])[C:5]1[CH:10]=[CH:9][C:8]([NH:20][C:19]2[CH:21]=[CH:22][CH:23]=[C:17]([Cl:16])[CH:18]=2)=[N:7][C:6]=1[CH:12]([CH3:14])[CH3:13])[CH3:2], predict the reactants needed to synthesize it. The reactants are: [CH2:1]([O:3][C:4](=[O:15])[C:5]1[CH:10]=[CH:9][C:8](Cl)=[N:7][C:6]=1[CH:12]([CH3:14])[CH3:13])[CH3:2].[Cl:16][C:17]1[CH:18]=[C:19]([CH:21]=[CH:22][CH:23]=1)[NH2:20]. (4) Given the product [CH3:1][S:2][C:3]1[N:8]=[C:7]([NH:9][C:10]2[CH:15]=[CH:14][CH:13]=[C:12]([N+:16]([O-:18])=[O:17])[CH:11]=2)[C:6]([C:19]([OH:21])=[O:20])=[CH:5][N:4]=1, predict the reactants needed to synthesize it. The reactants are: [CH3:1][S:2][C:3]1[N:8]=[C:7]([NH:9][C:10]2[CH:15]=[CH:14][CH:13]=[C:12]([N+:16]([O-:18])=[O:17])[CH:11]=2)[C:6]([C:19]([O:21]CC)=[O:20])=[CH:5][N:4]=1.O[Li].O. (5) Given the product [CH3:12][C:9]1([CH3:13])[C:10]2[C:6](=[CH:5][CH:4]=[C:3]([OH:2])[CH:11]=2)[CH:7]=[N:8]1, predict the reactants needed to synthesize it. The reactants are: C[O:2][C:3]1[CH:11]=[C:10]2[C:6]([CH:7]=[N:8][C:9]2([CH3:13])[CH3:12])=[CH:5][CH:4]=1.Br.C(OCC)(=O)C. (6) Given the product [CH3:3][CH:2]([C:4]1[C:5]([C:20]2[CH:25]=[CH:24][CH:23]=[CH:22][CH:21]=2)=[C:6]([OH:16])[C:7]2[C:12]([CH:13]=1)=[CH:11][C:10]([O:14][CH3:15])=[CH:9][CH:8]=2)[CH3:1], predict the reactants needed to synthesize it. The reactants are: [CH3:1][CH:2]([C:4]1[C:5]([C:20]2[CH:25]=[CH:24][CH:23]=[CH:22][CH:21]=2)=[C:6]([O:16]COC)[C:7]2[C:12]([CH:13]=1)=[CH:11][C:10]([O:14][CH3:15])=[CH:9][CH:8]=2)[CH3:3].Cl. (7) Given the product [NH2:2][C:1]1[S:17][CH:27]=[C:25]([CH2:24][OH:23])[C:3]=1[C:4]([O:6][CH3:7])=[O:5], predict the reactants needed to synthesize it. The reactants are: [C:1]([CH2:3][C:4]([O:6][CH3:7])=[O:5])#[N:2].O.O.O.O.O.O.O.O.O.[S-2:17].[Na+].[Na+].C([O:23][CH2:24][C:25]([CH2:27]Cl)=O)(=O)C.C(N(CC)CC)C. (8) Given the product [CH3:54][S:55]([CH2:58][CH2:59][NH:60][C:27](=[O:28])[C:26]1[CH:30]=[CH:31][C:23]([C:22]2[N:16]3[C:17]([CH:18]=[N:19][C:14]([NH:13][C:10]4[CH:9]=[CH:8][C:7]([N:1]5[CH2:6][CH2:5][O:4][CH2:3][CH2:2]5)=[CH:12][CH:11]=4)=[N:15]3)=[CH:20][CH:21]=2)=[CH:24][CH:25]=1)(=[O:57])=[O:56], predict the reactants needed to synthesize it. The reactants are: [N:1]1([C:7]2[CH:12]=[CH:11][C:10]([NH:13][C:14]3[N:19]=[CH:18][C:17]4=[CH:20][CH:21]=[C:22]([C:23]5[CH:31]=[CH:30][C:26]([C:27](O)=[O:28])=[CH:25][CH:24]=5)[N:16]4[N:15]=3)=[CH:9][CH:8]=2)[CH2:6][CH2:5][O:4][CH2:3][CH2:2]1.CN(C)C=O.ON1C2C=CC=CC=2N=N1.CN1CCOCC1.[CH3:54][S:55]([CH2:58][CH2:59][NH2:60])(=[O:57])=[O:56].Cl.Cl.CN(C)CCCN=C=NCC. (9) Given the product [OH:36][CH:3]1[C:2](=[O:1])[N:6]2[CH2:7][CH2:8][N:9]([C:11]([O:13][C:14]([CH3:17])([CH3:16])[CH3:15])=[O:12])[CH2:10][CH:5]2[CH2:4]1, predict the reactants needed to synthesize it. The reactants are: [O:1]=[C:2]1[N:6]2[CH2:7][CH2:8][N:9]([C:11]([O:13][C:14]([CH3:17])([CH3:16])[CH3:15])=[O:12])[CH2:10][CH:5]2[CH2:4][CH2:3]1.C[Si]([N-][Si](C)(C)C)(C)C.[Li+].C1(C2[O:36]N2S(C2C=CC=CC=2)(=O)=O)C=CC=CC=1.[NH4+].[Cl-]. (10) Given the product [Cl:15][C:16]1[CH:17]=[CH:18][C:19]2[N:20]([N:22]=[C:23]([C:37]3[CH:38]=[CH:39][CH:40]=[CH:41][CH:42]=3)[C:24]=2[CH2:25][C:26]2[N:31]=[C:30]([C:32]([O:34][CH3:35])=[O:33])[CH:29]=[CH:28][CH:27]=2)[CH:21]=1, predict the reactants needed to synthesize it. The reactants are: C([SiH](CC)CC)C.FC(F)(F)C(O)=O.[Cl:15][C:16]1[CH:17]=[CH:18][C:19]2[N:20]([N:22]=[C:23]([C:37]3[CH:42]=[CH:41][CH:40]=[CH:39][CH:38]=3)[C:24]=2[CH:25](O)[C:26]2[N:31]=[C:30]([C:32]([O:34][CH3:35])=[O:33])[CH:29]=[CH:28][CH:27]=2)[CH:21]=1.C(=O)(O)[O-].[Na+].